From a dataset of Catalyst prediction with 721,799 reactions and 888 catalyst types from USPTO. Predict which catalyst facilitates the given reaction. (1) Reactant: [OH-].[Na+].[F:3][C:4]1[CH:23]=[CH:22][C:7]([C:8]([N:10]2[CH2:15][CH2:14][CH2:13][C@H:12]([C:16]([O:18]CC)=[O:17])[C@@H:11]2[CH3:21])=[O:9])=[CH:6][CH:5]=1. Product: [F:3][C:4]1[CH:5]=[CH:6][C:7]([C:8]([N:10]2[CH2:15][CH2:14][CH2:13][CH:12]([C:16]([OH:18])=[O:17])[CH:11]2[CH3:21])=[O:9])=[CH:22][CH:23]=1. The catalyst class is: 5. (2) Reactant: [NH2:1][C:2]1[CH:7]=[C:6]([C:8]([O:10][CH3:11])=[O:9])[CH:5]=[CH:4][N:3]=1.C([O-])(O)=O.[Na+].Cl[CH2:18][CH:19]=O. Product: [N:1]1[CH:18]=[CH:19][N:3]2[CH:4]=[CH:5][C:6]([C:8]([O:10][CH3:11])=[O:9])=[CH:7][C:2]=12. The catalyst class is: 14. (3) Reactant: [CH2:1]([O:8][C:9]1[C:10]([NH2:15])=[N:11][CH:12]=[CH:13][CH:14]=1)[C:2]1[CH:7]=[CH:6][CH:5]=[CH:4][CH:3]=1.[Br:16]N1C(=O)CCC1=O. Product: [CH2:1]([O:8][C:9]1[C:10]([NH2:15])=[N:11][CH:12]=[C:13]([Br:16])[CH:14]=1)[C:2]1[CH:3]=[CH:4][CH:5]=[CH:6][CH:7]=1. The catalyst class is: 10. (4) Reactant: [CH3:1][O:2][C:3]1[CH:8]=[C:7]([CH3:9])[CH:6]=[CH:5][N:4]=1.[Li]CCCC.[CH2:15]=[O:16]. Product: [OH:16][CH2:15][CH2:9][C:7]1[CH:6]=[CH:5][N:4]=[C:3]([O:2][CH3:1])[CH:8]=1. The catalyst class is: 1. (5) Reactant: [CH2:1]([S:8][CH:9]([CH:42]=O)[CH2:10][NH:11][C:12]([C:14]1[NH:15][C:16]2[C:21]([CH:22]=1)=[CH:20][C:19]([O:23][CH2:24][CH2:25][CH2:26][S:27]([CH3:30])(=[O:29])=[O:28])=[CH:18][C:17]=2[N:31]([CH3:41])[S:32]([C:35]1[CH:40]=[CH:39][CH:38]=[CH:37][N:36]=1)(=[O:34])=[O:33])=[O:13])[C:2]1[CH:7]=[CH:6][CH:5]=[CH:4][CH:3]=1.[NH:44]1[CH2:49][CH2:48][S:47][CH2:46][CH2:45]1.C(O[BH-](OC(=O)C)OC(=O)C)(=O)C.[Na+].C(O)(=O)CC(CC(O)=O)(C(O)=O)O.C(=O)([O-])O.[Na+]. Product: [CH2:1]([S:8][CH:9]([CH2:42][N:44]1[CH2:49][CH2:48][S:47][CH2:46][CH2:45]1)[CH2:10][NH:11][C:12]([C:14]1[NH:15][C:16]2[C:21]([CH:22]=1)=[CH:20][C:19]([O:23][CH2:24][CH2:25][CH2:26][S:27]([CH3:30])(=[O:28])=[O:29])=[CH:18][C:17]=2[N:31]([CH3:41])[S:32]([C:35]1[CH:40]=[CH:39][CH:38]=[CH:37][N:36]=1)(=[O:34])=[O:33])=[O:13])[C:2]1[CH:7]=[CH:6][CH:5]=[CH:4][CH:3]=1. The catalyst class is: 26. (6) Reactant: [O:1]1[CH2:6][CH:5]=[C:4]([C:7]2[N:11]([S:12]([N:15]([CH3:17])[CH3:16])(=[O:14])=[O:13])[CH:10]=[N:9][CH:8]=2)[CH2:3][CH2:2]1. Product: [CH3:16][N:15]([CH3:17])[S:12]([N:11]1[C:7]([CH:4]2[CH2:5][CH2:6][O:1][CH2:2][CH2:3]2)=[CH:8][N:9]=[CH:10]1)(=[O:13])=[O:14]. The catalyst class is: 50.